Task: Predict the reactants needed to synthesize the given product.. Dataset: Full USPTO retrosynthesis dataset with 1.9M reactions from patents (1976-2016) (1) Given the product [ClH:14].[I:1][C:2]1[CH:3]=[C:4]([NH2:11])[CH:5]=[C:6]2[C:10]=1[NH:9][CH:8]=[CH:7]2, predict the reactants needed to synthesize it. The reactants are: [I:1][C:2]1[CH:3]=[C:4]([N+:11]([O-])=O)[CH:5]=[C:6]2[C:10]=1[NH:9][CH:8]=[CH:7]2.[Cl-:14].[NH4+]. (2) Given the product [CH2:15]([CH:12]1[CH2:13][CH2:14][N:9]([C:7]2[CH:8]=[CH:23][NH:5][C:4](=[S:6])[C:3]=2[C:1]#[N:2])[CH2:10][CH2:11]1)[C:16]1[CH:21]=[CH:20][CH:19]=[CH:18][CH:17]=1, predict the reactants needed to synthesize it. The reactants are: [C:1](/[C:3](=[C:7](/[N:9]1[CH2:14][CH2:13][CH:12]([CH2:15][C:16]2[CH:21]=[CH:20][CH:19]=[CH:18][CH:17]=2)[CH2:11][CH2:10]1)\[CH3:8])/[C:4](=[S:6])[NH2:5])#[N:2].Cl.[C:23]1(C)C=CC=CC=1.